From a dataset of Full USPTO retrosynthesis dataset with 1.9M reactions from patents (1976-2016). Predict the reactants needed to synthesize the given product. (1) Given the product [Br:8][C:9]1[CH:18]=[C:17]2[C:12]([C:13]([NH:23][CH2:24][C:25]([CH3:28])([OH:27])[CH3:26])=[C:14]([N+:19]([O-:21])=[O:20])[CH:15]=[N:16]2)=[CH:11][CH:10]=1, predict the reactants needed to synthesize it. The reactants are: C(N(CC)CC)C.[Br:8][C:9]1[CH:18]=[C:17]2[C:12]([C:13](Cl)=[C:14]([N+:19]([O-:21])=[O:20])[CH:15]=[N:16]2)=[CH:11][CH:10]=1.[NH2:23][CH2:24][C:25]([CH3:28])([OH:27])[CH3:26]. (2) The reactants are: I[C:2]1[CH:12]=[CH:11][C:5]([C:6]([O:8][CH2:9][CH3:10])=[O:7])=[CH:4][CH:3]=1.[C:13](Cl)(=[O:18])[C:14]([CH3:17])([CH3:16])[CH3:15]. Given the product [C:13]([C:2]1[CH:12]=[CH:11][C:5]([C:6]([O:8][CH2:9][CH3:10])=[O:7])=[CH:4][CH:3]=1)(=[O:18])[C:14]([CH3:17])([CH3:16])[CH3:15], predict the reactants needed to synthesize it.